From a dataset of Catalyst prediction with 721,799 reactions and 888 catalyst types from USPTO. Predict which catalyst facilitates the given reaction. Product: [OH:6][CH:5]([CH2:4][OH:3])[CH2:7][O:8][C:9]1[CH:21]=[C:20]2[C:12]([C:13]3[C:14]([C:25]4[CH:30]=[CH:29][CH:28]=[C:27]([N:31]5[CH2:39][C:38]6[C:33](=[CH:34][C:35]([CH3:40])=[CH:36][CH:37]=6)[C:32]5=[O:41])[C:26]=4[CH3:42])=[CH:15][CH:16]=[C:17]([C:22]([NH2:24])=[O:23])[C:18]=3[NH:19]2)=[CH:11][CH:10]=1. Reactant: CC1(C)[O:6][CH:5]([CH2:7][O:8][C:9]2[CH:21]=[C:20]3[C:12]([C:13]4[C:14]([C:25]5[CH:30]=[CH:29][CH:28]=[C:27]([N:31]6[CH2:39][C:38]7[C:33](=[CH:34][C:35]([CH3:40])=[CH:36][CH:37]=7)[C:32]6=[O:41])[C:26]=5[CH3:42])=[CH:15][CH:16]=[C:17]([C:22]([NH2:24])=[O:23])[C:18]=4[NH:19]3)=[CH:11][CH:10]=2)[CH2:4][O:3]1.C(O)(C(F)(F)F)=O. The catalyst class is: 816.